This data is from TCR-epitope binding with 47,182 pairs between 192 epitopes and 23,139 TCRs. The task is: Binary Classification. Given a T-cell receptor sequence (or CDR3 region) and an epitope sequence, predict whether binding occurs between them. (1) The epitope is TPRVTGGGAM. The TCR CDR3 sequence is CASSFGGVEQFF. Result: 0 (the TCR does not bind to the epitope). (2) The epitope is MPASWVMRI. The TCR CDR3 sequence is CASSQGTGASSYNEQFF. Result: 1 (the TCR binds to the epitope).